This data is from Forward reaction prediction with 1.9M reactions from USPTO patents (1976-2016). The task is: Predict the product of the given reaction. (1) Given the reactants Cl[C:2]1[N:10]=[C:9]([CH:11]([CH3:13])[CH3:12])[CH:8]=[CH:7][C:3]=1[C:4]([OH:6])=[O:5], predict the reaction product. The product is: [CH:11]([C:9]1[CH:8]=[CH:7][C:3]([C:4]([OH:6])=[O:5])=[CH:2][N:10]=1)([CH3:13])[CH3:12]. (2) Given the reactants [Cl:1][C:2]1[CH:7]=[C:6]([C:8]2[S:9][C:10]([C:13]3[N:14]=[C:15]4[C:20]([Cl:21])=[CH:19][C:18]([C:22]([F:25])([F:24])[F:23])=[CH:17][N:16]4[CH:26]=3)=[N:11][N:12]=2)[C:5]([Cl:27])=[CH:4][C:3]=1[OH:28].[CH2:29]1[O:32][CH:30]1[CH3:31], predict the reaction product. The product is: [Cl:1][C:2]1[CH:7]=[C:6]([C:8]2[S:9][C:10]([C:13]3[N:14]=[C:15]4[C:20]([Cl:21])=[CH:19][C:18]([C:22]([F:23])([F:25])[F:24])=[CH:17][N:16]4[CH:26]=3)=[N:11][N:12]=2)[C:5]([Cl:27])=[CH:4][C:3]=1[O:28][CH2:29][CH:30]([OH:32])[CH3:31]. (3) Given the reactants [CH3:1][O:2][CH2:3][CH2:4][O:5][CH2:6][CH2:7][OH:8].Br[CH2:10][C:11]#[CH:12].O, predict the reaction product. The product is: [CH3:1][O:2][CH2:3][CH2:4][O:5][CH2:6][CH2:7][O:8][CH2:12][C:11]#[CH:10]. (4) Given the reactants C([O:8][N:9]1[C:15](=[O:16])[N:14]2[CH2:17][C@H:10]1[CH2:11][CH2:12][C@H:13]2[C:18]([NH:20][C@@H:21]1[CH2:25][CH2:24][N:23]([C:26]([O:28][C:29]([CH3:32])([CH3:31])[CH3:30])=[O:27])[CH2:22]1)=[O:19])C1C=CC=CC=1, predict the reaction product. The product is: [OH:8][N:9]1[C:15](=[O:16])[N:14]2[CH2:17][C@H:10]1[CH2:11][CH2:12][C@H:13]2[C:18]([NH:20][C@@H:21]1[CH2:25][CH2:24][N:23]([C:26]([O:28][C:29]([CH3:32])([CH3:31])[CH3:30])=[O:27])[CH2:22]1)=[O:19]. (5) Given the reactants [Cl:1][C:2]1[CH:7]=[C:6]([C:8]2[CH:13]=[CH:12][CH:11]=[C:10]([OH:14])[CH:9]=2)[N:5]=[C:4]([C:15]2[CH:16]=[C:17]([CH:27]=[CH:28][CH:29]=2)[CH2:18][NH:19][C:20](=[O:26])[O:21][C:22]([CH3:25])([CH3:24])[CH3:23])[CH:3]=1.Br[CH:31]([CH2:37][CH3:38])[C:32]([O:34][CH2:35][CH3:36])=[O:33].C(=O)([O-])[O-].[K+].[K+], predict the reaction product. The product is: [C:22]([O:21][C:20]([NH:19][CH2:18][C:17]1[CH:16]=[C:15]([C:4]2[N:5]=[C:6]([C:8]3[CH:9]=[C:10]([CH:11]=[CH:12][CH:13]=3)[O:14][CH:31]([CH2:37][CH3:38])[C:32]([O:34][CH2:35][CH3:36])=[O:33])[CH:7]=[C:2]([Cl:1])[CH:3]=2)[CH:29]=[CH:28][CH:27]=1)=[O:26])([CH3:25])([CH3:24])[CH3:23]. (6) Given the reactants Cl[C:2]1[N:10]=[CH:9][N:8]=[C:7]2[C:3]=1[N:4]=[C:5]([C:18]1[CH:23]=[CH:22][CH:21]=[CH:20][C:19]=1[Cl:24])[N:6]2[C:11]1[CH:16]=[CH:15][C:14]([Cl:17])=[CH:13][CH:12]=1.[NH2:25][CH2:26][CH:27]1[CH2:32][CH2:31][CH:30]([CH2:33][NH2:34])[CH2:29][CH2:28]1, predict the reaction product. The product is: [NH2:25][CH2:26][CH:27]1[CH2:32][CH2:31][CH:30]([CH2:33][NH:34][C:2]2[N:10]=[CH:9][N:8]=[C:7]3[C:3]=2[N:4]=[C:5]([C:18]2[CH:23]=[CH:22][CH:21]=[CH:20][C:19]=2[Cl:24])[N:6]3[C:11]2[CH:12]=[CH:13][C:14]([Cl:17])=[CH:15][CH:16]=2)[CH2:29][CH2:28]1. (7) Given the reactants [Cl:1][C:2]1[N:3]=[N:4][CH:5]=[C:6]([C:8]([N:10]2[CH2:15][CH2:14][CH2:13][CH:12]([C:16]3[CH:21]=[CH:20][C:19](C(F)(F)F)=[CH:18][C:17]=3[O:26][CH3:27])[CH2:11]2)=[O:9])[CH:7]=1.COC1C=CC=CC=1C1CCCNC1.ClC1N=NC=C(C(O)=O)C=1, predict the reaction product. The product is: [Cl:1][C:2]1[N:3]=[N:4][CH:5]=[C:6]([C:8]([N:10]2[CH2:15][CH2:14][CH2:13][CH:12]([C:16]3[CH:21]=[CH:20][CH:19]=[CH:18][C:17]=3[O:26][CH3:27])[CH2:11]2)=[O:9])[CH:7]=1. (8) Given the reactants [CH3:1][O:2][C:3]([C:5]1[S:9][C:8]2[C:10]([N+:14]([O-])=O)=[CH:11][CH:12]=[CH:13][C:7]=2[CH:6]=1)=[O:4], predict the reaction product. The product is: [CH3:1][O:2][C:3]([C:5]1[S:9][C:8]2[C:10]([NH2:14])=[CH:11][CH:12]=[CH:13][C:7]=2[CH:6]=1)=[O:4]. (9) Given the reactants [CH2:1]([N:5]([CH2:10][CH2:11][CH2:12][CH3:13])[CH2:6][CH2:7][CH2:8]N)[CH2:2][CH2:3][CH3:4].[CH:14]1([NH:17][C:18]([C:20]2[CH:21]=[C:22]([F:44])[C:23]([CH3:43])=[C:24]([C:26]3[CH:31]=[CH:30][C:29]([C:32](O)=[O:33])=[CH:28][C:27]=3[C:35]([NH:37][C:38]3[S:39][CH:40]=[CH:41][N:42]=3)=[O:36])[CH:25]=2)=[O:19])[CH2:16][CH2:15]1.Cl.C[N:47](C)CCCN=C=NCC.CCOC(C)=O, predict the reaction product. The product is: [CH:14]1([NH:17][C:18]([C:20]2[CH:25]=[C:24]([C:26]3[C:27]([C:35]([N:37]([CH2:8][CH2:7][CH2:6][N:5]([CH2:10][CH2:11][CH2:12][CH3:13])[CH2:1][CH2:2][CH2:3][CH3:4])[C:38]4[S:39][CH:40]=[CH:41][N:42]=4)=[O:36])=[CH:28][C:29]([C:32]([NH2:47])=[O:33])=[CH:30][CH:31]=3)[C:23]([CH3:43])=[C:22]([F:44])[CH:21]=2)=[O:19])[CH2:16][CH2:15]1.